The task is: Predict the reactants needed to synthesize the given product.. This data is from Full USPTO retrosynthesis dataset with 1.9M reactions from patents (1976-2016). (1) Given the product [CH3:2][C:36]1[CH:41]=[C:40]([C:42]([F:45])([F:44])[F:43])[CH:39]=[CH:38][C:37]=1[S:46]([N:49]1[CH2:59][CH2:58][C:52]2([C:56](=[O:57])[NH:55][CH2:54][CH2:53]2)[CH2:51][CH2:50]1)(=[O:48])=[O:47], predict the reactants needed to synthesize it. The reactants are: Cl.[C:2]1(=O)C2(CCNCC2)CCN1.C(N(CC)CC)C.BrC1C=C(C(F)(F)F)C=CC=1S(Cl)(=O)=O.Br[C:36]1[CH:41]=[C:40]([C:42]([F:45])([F:44])[F:43])[CH:39]=[CH:38][C:37]=1[S:46]([N:49]1[CH2:59][CH2:58][C:52]2([C:56](=[O:57])[NH:55][CH2:54][CH2:53]2)[CH2:51][CH2:50]1)(=[O:48])=[O:47].C(=O)([O-])[O-].[K+].[K+].CB1OB(C)OB(C)O1. (2) Given the product [Cl:1][C:2]1[CH:7]=[CH:6][CH:5]=[CH:4][C:3]=1[C@@H:8]([N:18]([C:27]1[CH:32]=[CH:31][CH:30]=[C:29]([F:33])[CH:28]=1)[C:19]([C@@H:21]1[CH2:25][O:24][C:23](=[O:26])[N:22]1[C:35]1[N:40]=[CH:39][CH:38]=[CH:37][N:36]=1)=[O:20])[C:9]([NH:11][CH:12]1[CH2:15][C:14]([F:16])([F:17])[CH2:13]1)=[O:10], predict the reactants needed to synthesize it. The reactants are: [Cl:1][C:2]1[CH:7]=[CH:6][CH:5]=[CH:4][C:3]=1[CH:8]([N:18]([C:27]1[CH:32]=[CH:31][CH:30]=[C:29]([F:33])[CH:28]=1)[C:19]([C@@H:21]1[CH2:25][O:24][C:23](=[O:26])[NH:22]1)=[O:20])[C:9]([NH:11][CH:12]1[CH2:15][C:14]([F:17])([F:16])[CH2:13]1)=[O:10].Br[C:35]1[N:40]=[CH:39][CH:38]=[CH:37][N:36]=1.C([O-])([O-])=O.[Cs+].[Cs+]. (3) Given the product [C:1]([O:4][CH2:5][CH2:6][CH2:7][N:8]1[C:13](=[O:14])[C:12]2[N:15]([CH2:18][C:19]3[CH:20]=[CH:21][C:22]([Cl:25])=[CH:23][CH:24]=3)[CH:16]=[C:17]([Br:35])[C:11]=2[N:10]([CH3:26])[C:9]1=[O:27])(=[O:3])[CH3:2], predict the reactants needed to synthesize it. The reactants are: [C:1]([O:4][CH2:5][CH2:6][CH2:7][N:8]1[C:13](=[O:14])[C:12]2[N:15]([CH2:18][C:19]3[CH:24]=[CH:23][C:22]([Cl:25])=[CH:21][CH:20]=3)[CH:16]=[CH:17][C:11]=2[N:10]([CH3:26])[C:9]1=[O:27])(=[O:3])[CH3:2].C1C(=O)N([Br:35])C(=O)C1. (4) Given the product [CH3:25][O:24][C:22]([C@@H:13]1[CH2:12][C@@H:11]([S:8]([C:3]2[CH:4]=[CH:5][CH:6]=[CH:7][C:2]=2[Cl:1])(=[O:10])=[O:9])[CH2:15][N:14]1[C:16]1[N:33]([CH:27]2[CH2:32][CH2:31][CH2:30][CH2:29][CH2:28]2)[N:34]=[C:18]([CH3:19])[CH:17]=1)=[O:23], predict the reactants needed to synthesize it. The reactants are: [Cl:1][C:2]1[CH:7]=[CH:6][CH:5]=[CH:4][C:3]=1[S:8]([C@H:11]1[CH2:15][N:14]([C:16](=S)[CH2:17][C:18](=O)[CH3:19])[C@H:13]([C:22]([O:24][CH3:25])=[O:23])[CH2:12]1)(=[O:10])=[O:9].Cl.[CH:27]1([NH:33][NH2:34])[CH2:32][CH2:31][CH2:30][CH2:29][CH2:28]1. (5) Given the product [CH3:1][C:2]1[CH:3]=[C:4]([C@@H:12]2[CH2:17][C@H:16]([C:18]3[O:22][NH:21][C:20](=[O:23])[CH:19]=3)[CH2:15][CH2:14][NH:13]2)[CH:5]=[CH:6][C:7]=1[C:8]([F:9])([F:10])[F:11], predict the reactants needed to synthesize it. The reactants are: [CH3:1][C:2]1[CH:3]=[C:4]([C@@H:12]2[CH2:17][C@H:16]([C:18]3[O:22][NH:21][C:20](=[O:23])[CH:19]=3)[CH2:15][CH2:14][N:13]2C(OC)=O)[CH:5]=[CH:6][C:7]=1[C:8]([F:11])([F:10])[F:9].Br. (6) Given the product [Cl:22][C:10]1[N:9]=[CH:8][C:7]2[C:12](=[C:3]([O:2][CH3:1])[CH:4]=[CH:5][C:6]=2[C:14]([F:17])([F:16])[F:15])[N:11]=1, predict the reactants needed to synthesize it. The reactants are: [CH3:1][O:2][C:3]1[CH:4]=[CH:5][C:6]([C:14]([F:17])([F:16])[F:15])=[C:7]2[C:12]=1[N:11]=[C:10](O)[N:9]=[CH:8]2.P(O[Cl:22])(=O)=O. (7) Given the product [NH2:24][CH2:23][C:10]1([N:7]2[CH2:8][CH2:9][N:4]([CH:1]3[CH2:3][CH2:2]3)[CH2:5][CH2:6]2)[CH2:11][CH2:12][N:13]([C:16]([O:18][C:19]([CH3:21])([CH3:22])[CH3:20])=[O:17])[CH2:14][CH2:15]1, predict the reactants needed to synthesize it. The reactants are: [CH:1]1([N:4]2[CH2:9][CH2:8][N:7]([C:10]3([CH2:23][NH:24]C(=O)C(F)(F)F)[CH2:15][CH2:14][N:13]([C:16]([O:18][C:19]([CH3:22])([CH3:21])[CH3:20])=[O:17])[CH2:12][CH2:11]3)[CH2:6][CH2:5]2)[CH2:3][CH2:2]1.[OH-].[Na+]. (8) Given the product [OH:25][C:26]1[C:27]2[C:28](=[N:29][CH:30]=[CH:31][CH:32]=2)[N:23]([CH2:22][C:19]2[CH:20]=[N:21][C:16]([C:15]([F:14])([F:36])[F:35])=[CH:17][CH:18]=2)[C:5](=[O:7])[C:4]=1[C:3]([O:11][CH2:12][CH3:13])=[O:10], predict the reactants needed to synthesize it. The reactants are: [H-].[Na+].[C:3]([O:11][CH2:12][CH3:13])(=[O:10])[CH2:4][C:5]([O:7]CC)=O.[F:14][C:15]([F:36])([F:35])[C:16]1[N:21]=[CH:20][C:19]([CH2:22][N:23]2[C:28]3[N:29]=[CH:30][CH:31]=[CH:32][C:27]=3[C:26](=O)[O:25]C2=O)=[CH:18][CH:17]=1.Cl. (9) Given the product [O:3]1[C:4]2[CH:10]=[CH:9][CH:8]=[CH:7][C:5]=2[N:6]=[C:2]1[NH:11][C:12]1[CH:13]=[CH:14][C:15]([CH2:18][C:19]([O:21][CH2:22][CH3:23])=[O:20])=[CH:16][CH:17]=1, predict the reactants needed to synthesize it. The reactants are: Cl[C:2]1[O:3][C:4]2[CH:10]=[CH:9][CH:8]=[CH:7][C:5]=2[N:6]=1.[NH2:11][C:12]1[CH:17]=[CH:16][C:15]([CH2:18][C:19]([O:21][CH2:22][CH3:23])=[O:20])=[CH:14][CH:13]=1.O.